Dataset: Full USPTO retrosynthesis dataset with 1.9M reactions from patents (1976-2016). Task: Predict the reactants needed to synthesize the given product. (1) Given the product [Br:61][C:60]([Br:64])=[CH:39][C:38]1[CH:41]=[C:42]([CH:44]=[CH:45][C:46]2[CH:51]=[C:50]([C:52]([CH3:53])([CH3:54])[CH3:55])[CH:49]=[C:48]([C:56]([CH3:59])([CH3:57])[CH3:58])[CH:47]=2)[CH:43]=[C:36]([CH:35]=[CH:34][C:26]2[CH:25]=[C:24]([C:20]([CH3:23])([CH3:22])[CH3:21])[CH:29]=[C:28]([C:30]([CH3:33])([CH3:32])[CH3:31])[CH:27]=2)[CH:37]=1, predict the reactants needed to synthesize it. The reactants are: C1(P(C2C=CC=CC=2)C2C=CC=CC=2)C=CC=CC=1.[C:20]([C:24]1[CH:25]=[C:26]([CH:34]=[CH:35][C:36]2[CH:37]=[C:38]([CH:41]=[C:42]([CH:44]=[CH:45][C:46]3[CH:51]=[C:50]([C:52]([CH3:55])([CH3:54])[CH3:53])[CH:49]=[C:48]([C:56]([CH3:59])([CH3:58])[CH3:57])[CH:47]=3)[CH:43]=2)[CH:39]=O)[CH:27]=[C:28]([C:30]([CH3:33])([CH3:32])[CH3:31])[CH:29]=1)([CH3:23])([CH3:22])[CH3:21].[C:60]([Br:64])(Br)(Br)[Br:61]. (2) Given the product [CH3:1][C:2]1[CH:7]=[CH:6][CH:5]=[CH:4][C:3]=1[C:8]1[CH:16]=[CH:15][CH:14]=[C:13]2[C:9]=1[CH:10]=[C:11]([CH:17]([CH3:19])[CH3:18])[CH-:12]2.[Li+:20], predict the reactants needed to synthesize it. The reactants are: [CH3:1][C:2]1[CH:7]=[CH:6][CH:5]=[CH:4][C:3]=1[C:8]1[CH:16]=[CH:15][CH:14]=[C:13]2[C:9]=1[CH:10]=[C:11]([CH:17]([CH3:19])[CH3:18])[CH2:12]2.[Li:20]CCCC. (3) Given the product [N:27]1([C:2]2[N:3]=[CH:4][C:5]([NH:8][C:9](=[O:26])[CH:10]([NH:14][C:15](=[O:25])[CH2:16][C:17]3[CH:22]=[C:21]([F:23])[CH:20]=[C:19]([F:24])[CH:18]=3)[CH2:11][CH2:12][CH3:13])=[N:6][CH:7]=2)[CH2:31][CH2:30][CH2:29][CH2:28]1, predict the reactants needed to synthesize it. The reactants are: Br[C:2]1[N:3]=[CH:4][C:5]([NH:8][C:9](=[O:26])[CH:10]([NH:14][C:15](=[O:25])[CH2:16][C:17]2[CH:22]=[C:21]([F:23])[CH:20]=[C:19]([F:24])[CH:18]=2)[CH2:11][CH2:12][CH3:13])=[N:6][CH:7]=1.[NH:27]1[CH2:31][CH2:30][CH2:29][CH2:28]1.